From a dataset of Catalyst prediction with 721,799 reactions and 888 catalyst types from USPTO. Predict which catalyst facilitates the given reaction. (1) Reactant: [CH3:1][O:2][C:3]1[CH:4]=[C:5]([CH:9]=[CH:10][C:11]=1[CH2:12][C:13]1[C:21]2[C:16](=[CH:17][CH:18]=[C:19]([N+:22]([O-:24])=[O:23])[CH:20]=2)[NH:15][CH:14]=1)[C:6]([OH:8])=O.S([O:30][CH3:31])(OC)(=O)=O.[C:32](=O)([O-])[O-].[K+].[K+]. Product: [CH3:1][O:2][C:3]1[CH:4]=[C:5]([CH:9]=[CH:10][C:11]=1[CH2:12][C:13]1[C:21]2[C:16](=[CH:17][CH:18]=[C:19]([N+:22]([O-:24])=[O:23])[CH:20]=2)[N:15]([CH3:32])[CH:14]=1)[C:6]([O:30][CH3:31])=[O:8]. The catalyst class is: 131. (2) Reactant: [CH3:1][C:2]1([CH3:14])[C:6]([CH3:8])([CH3:7])[O:5][B:4]([C:9]2[CH:10]=[N:11][NH:12][CH:13]=2)[O:3]1.Br[CH2:16][CH2:17][Cl:18].C(=O)([O-])[O-].[Cs+].[Cs+]. Product: [Cl:18][CH2:17][CH2:16][N:12]1[CH:13]=[C:9]([B:4]2[O:5][C:6]([CH3:7])([CH3:8])[C:2]([CH3:14])([CH3:1])[O:3]2)[CH:10]=[N:11]1. The catalyst class is: 115. (3) Reactant: [Br:1][C:2]1[CH:3]=[N:4][C:5](Cl)=[N:6][CH:7]=1.[O:9]1[CH2:14][CH2:13][N:12]([CH2:15][CH2:16][NH2:17])[CH2:11][CH2:10]1.CCN(C(C)C)C(C)C. Product: [Br:1][C:2]1[CH:3]=[N:4][C:5]([NH:17][CH2:16][CH2:15][N:12]2[CH2:13][CH2:14][O:9][CH2:10][CH2:11]2)=[N:6][CH:7]=1. The catalyst class is: 1.